Dataset: Forward reaction prediction with 1.9M reactions from USPTO patents (1976-2016). Task: Predict the product of the given reaction. (1) Given the reactants Br[C:2]1[N:7]=[C:6]([N:8]([CH2:16][CH:17]2[CH2:22][CH2:21][CH2:20][O:19][CH2:18]2)[C:9](=[O:15])[O:10][C:11]([CH3:14])([CH3:13])[CH3:12])[CH:5]=[CH:4][C:3]=1[Cl:23].[Cl:24][C:25]1[C:26](B(O)O)=[CH:27][C:28]([F:31])=[N:29][CH:30]=1.C(Cl)Cl.C([O-])([O-])=O.[Na+].[Na+], predict the reaction product. The product is: [Cl:23][C:3]1[C:2]([C:26]2[C:25]([Cl:24])=[CH:30][N:29]=[C:28]([F:31])[CH:27]=2)=[N:7][C:6]([N:8]([CH2:16][CH:17]2[CH2:22][CH2:21][CH2:20][O:19][CH2:18]2)[C:9](=[O:15])[O:10][C:11]([CH3:14])([CH3:13])[CH3:12])=[CH:5][CH:4]=1. (2) Given the reactants [CH2:1]([N:8]1[C:13](=[O:14])[C:12]2=[CH:15][CH:16]=[C:17]([Cl:18])[N:11]2[N:10]=[C:9]1[CH:19]([CH:21]1[CH2:23][CH2:22]1)O)[C:2]1[CH:7]=[CH:6][CH:5]=[CH:4][CH:3]=1.[N-:24]=[N+]=[N-].[Na+].C1(P(C2C=CC=CC=2)C2C=CC=CC=2)C=CC=CC=1, predict the reaction product. The product is: [NH2:24][CH:19]([CH:21]1[CH2:23][CH2:22]1)[C:9]1[N:8]([CH2:1][C:2]2[CH:7]=[CH:6][CH:5]=[CH:4][CH:3]=2)[C:13](=[O:14])[C:12]2=[CH:15][CH:16]=[C:17]([Cl:18])[N:11]2[N:10]=1. (3) Given the reactants [CH3:1][O:2][C:3]1[CH:8]=[N:7][NH:6][C:5](=[O:9])[CH:4]=1.[H-].[Na+].[CH3:12][O:13][C:14](=[O:23])[CH:15](Br)[CH2:16][CH:17]1[CH2:21][CH2:20][CH2:19][CH2:18]1.O, predict the reaction product. The product is: [CH3:12][O:13][C:14](=[O:23])[CH:15]([N:6]1[C:5](=[O:9])[CH:4]=[C:3]([O:2][CH3:1])[CH:8]=[N:7]1)[CH2:16][CH:17]1[CH2:18][CH2:19][CH2:20][CH2:21]1.